This data is from Full USPTO retrosynthesis dataset with 1.9M reactions from patents (1976-2016). The task is: Predict the reactants needed to synthesize the given product. Given the product [Cl:1][C:2]1[CH:7]=[C:6]([C:8]#[CH:9])[CH:5]=[C:4]([O:14][CH3:15])[C:3]=1[CH:16]1[C:17](=[O:28])[CH2:18][C:19]2([CH2:24][CH2:23][O:22][CH2:21][CH2:20]2)[CH2:25][C:26]1=[O:27], predict the reactants needed to synthesize it. The reactants are: [Cl:1][C:2]1[CH:7]=[C:6]([C:8]#[C:9][Si](C)(C)C)[CH:5]=[C:4]([O:14][CH3:15])[C:3]=1[CH:16]1[C:26](=[O:27])[CH2:25][C:19]2([CH2:24][CH2:23][O:22][CH2:21][CH2:20]2)[CH2:18][C:17]1=[O:28].C(=O)([O-])[O-].[K+].[K+].O.